This data is from Forward reaction prediction with 1.9M reactions from USPTO patents (1976-2016). The task is: Predict the product of the given reaction. (1) Given the reactants C1C=CC=CC=1.[Cl:7]/[CH:8]=[CH:9]/Cl.[C:11]([O:14][C:15]1[CH:22]=[CH:21][C:18](C=C)=[CH:17][CH:16]=1)(=[O:13])[CH3:12], predict the reaction product. The product is: [C:11]([O:14][C:15]1[CH:22]=[CH:21][C:18](/[CH:9]=[CH:8]/[Cl:7])=[CH:17][CH:16]=1)(=[O:13])[CH3:12]. (2) Given the reactants [CH3:1][C:2]1[CH:7]=[C:6]([C:8]2[CH:13]=[CH:12][C:11]([CH2:14][C:15]([NH:17][C:18]3[CH:23]=[CH:22][C:21]([N:24]4[CH2:29][CH2:28][NH:27][CH2:26][CH2:25]4)=[CH:20][N:19]=3)=[O:16])=[CH:10][CH:9]=2)[CH:5]=[CH:4][N:3]=1.Br[CH2:31][C:32]#[N:33].C(=O)([O-])[O-].[K+].[K+].O, predict the reaction product. The product is: [C:32]([CH2:31][N:27]1[CH2:28][CH2:29][N:24]([C:21]2[CH:22]=[CH:23][C:18]([NH:17][C:15](=[O:16])[CH2:14][C:11]3[CH:12]=[CH:13][C:8]([C:6]4[CH:5]=[CH:4][N:3]=[C:2]([CH3:1])[CH:7]=4)=[CH:9][CH:10]=3)=[N:19][CH:20]=2)[CH2:25][CH2:26]1)#[N:33].